From a dataset of Peptide-MHC class II binding affinity with 134,281 pairs from IEDB. Regression. Given a peptide amino acid sequence and an MHC pseudo amino acid sequence, predict their binding affinity value. This is MHC class II binding data. (1) The peptide sequence is LSFAAALNGLAGPLH. The MHC is DRB1_0301 with pseudo-sequence DRB1_0301. The binding affinity (normalized) is 0.0692. (2) The peptide sequence is KLIGGIGGFVKVRQYDQILI. The MHC is DRB1_0405 with pseudo-sequence DRB1_0405. The binding affinity (normalized) is 0.263.